From a dataset of Forward reaction prediction with 1.9M reactions from USPTO patents (1976-2016). Predict the product of the given reaction. (1) Given the reactants [C@@H:1]12[N:8]([C:9]([O:11][C:12]([CH3:15])([CH3:14])[CH3:13])=[O:10])[C@@H:5]([CH2:6][CH2:7]1)[CH2:4][NH:3][CH2:2]2.[Cl:16][C:17]1[N:22]=[C:21](Cl)[CH:20]=[CH:19][N:18]=1, predict the reaction product. The product is: [Cl:16][C:17]1[N:22]=[C:21]([N:3]2[CH2:4][C@H:5]3[N:8]([C:9]([O:11][C:12]([CH3:15])([CH3:14])[CH3:13])=[O:10])[C@H:1]([CH2:7][CH2:6]3)[CH2:2]2)[CH:20]=[CH:19][N:18]=1. (2) Given the reactants Br[C:2]1[CH:7]=[CH:6][N:5]2[CH:8]=[C:9]([C:11]3[CH:16]=[CH:15][C:14]([O:17][CH2:18][F:19])=[CH:13][CH:12]=3)[N:10]=[C:4]2[CH:3]=1.[OH-].[NH4+:21], predict the reaction product. The product is: [F:19][CH2:18][O:17][C:14]1[CH:15]=[CH:16][C:11]([C:9]2[N:10]=[C:4]3[CH:3]=[C:2]([NH2:21])[CH:7]=[CH:6][N:5]3[CH:8]=2)=[CH:12][CH:13]=1.